This data is from Forward reaction prediction with 1.9M reactions from USPTO patents (1976-2016). The task is: Predict the product of the given reaction. (1) Given the reactants [Cl:1][C:2]1[C:3]([C:9]#[N:10])=[N:4][CH:5]=[C:6](Cl)[N:7]=1.Cl.[NH2:12][C@@H:13]([C:18]([NH2:20])=[O:19])[CH2:14][CH:15]([CH3:17])[CH3:16].CCN(C(C)C)C(C)C, predict the reaction product. The product is: [Cl:1][C:2]1[N:7]=[C:6]([NH:12][C@H:13]([CH2:14][CH:15]([CH3:17])[CH3:16])[C:18]([NH2:20])=[O:19])[CH:5]=[N:4][C:3]=1[C:9]#[N:10]. (2) Given the reactants [NH2:1][C:2]([NH2:4])=[O:3].O=[C:6]1[CH:10]([C:11]2[CH:12]=[N:13][C:14]([C:17]([F:20])([F:19])[F:18])=[CH:15][CH:16]=2)[CH2:9][CH2:8][CH:7]1[C:21](OCC)=[O:22].O, predict the reaction product. The product is: [F:19][C:17]([F:18])([F:20])[C:14]1[N:13]=[CH:12][C:11]([CH:10]2[C:6]3[N:1]=[C:2]([OH:3])[N:4]=[C:21]([OH:22])[C:7]=3[CH2:8][CH2:9]2)=[CH:16][CH:15]=1.